From a dataset of NCI-60 drug combinations with 297,098 pairs across 59 cell lines. Regression. Given two drug SMILES strings and cell line genomic features, predict the synergy score measuring deviation from expected non-interaction effect. Drug 1: CCC1=CC2CC(C3=C(CN(C2)C1)C4=CC=CC=C4N3)(C5=C(C=C6C(=C5)C78CCN9C7C(C=CC9)(C(C(C8N6C)(C(=O)OC)O)OC(=O)C)CC)OC)C(=O)OC.C(C(C(=O)O)O)(C(=O)O)O. Drug 2: CC1CCCC2(C(O2)CC(NC(=O)CC(C(C(=O)C(C1O)C)(C)C)O)C(=CC3=CSC(=N3)C)C)C. Cell line: HCT-15. Synergy scores: CSS=12.1, Synergy_ZIP=-2.73, Synergy_Bliss=0.686, Synergy_Loewe=-0.0981, Synergy_HSA=-0.707.